Dataset: Peptide-MHC class II binding affinity with 134,281 pairs from IEDB. Task: Regression. Given a peptide amino acid sequence and an MHC pseudo amino acid sequence, predict their binding affinity value. This is MHC class II binding data. The peptide sequence is FIEQEGPEYF. The MHC is HLA-DQA10501-DQB10201 with pseudo-sequence HLA-DQA10501-DQB10201. The binding affinity (normalized) is 0.830.